The task is: Predict the product of the given reaction.. This data is from Forward reaction prediction with 1.9M reactions from USPTO patents (1976-2016). (1) Given the reactants NC1[CH:31]=[CH:30][C:5]([CH2:6][N:7]2[C:12](=[O:13])[CH:11]=[C:10]([C:14]3[CH:19]=[CH:18][C:17]([O:20][CH3:21])=[CH:16][CH:15]=3)[C:9]([C:22]3[CH:27]=[CH:26][C:25]([O:28][CH3:29])=[CH:24][CH:23]=3)=[N:8]2)=[CH:4][CH:3]=1.C(=O)([O-])O.[Na+].S(OC)(OC)(=O)=O.CC(C)=O.[CH3:48][N:49]([CH3:52])[CH:50]=O, predict the reaction product. The product is: [CH3:21][O:20][C:17]1[CH:18]=[CH:19][C:14]([C:10]2[C:9]([C:22]3[CH:23]=[CH:24][C:25]([O:28][CH3:29])=[CH:26][CH:27]=3)=[N:8][N:7]([CH2:6][C:5]3[CH:30]=[CH:31][C:50]([N:49]([CH3:52])[CH3:48])=[CH:3][CH:4]=3)[C:12](=[O:13])[CH:11]=2)=[CH:15][CH:16]=1. (2) Given the reactants [Na+].[CH2:2]([O:9][C:10]1[CH:15]=[CH:14][CH:13]=[CH:12][C:11]=1[CH2:16][CH2:17][CH2:18][CH2:19][CH2:20][CH2:21][CH2:22][S:23]([O-:26])(=[O:25])=[O:24])[C:3]1[CH:8]=[CH:7][CH:6]=[CH:5][CH:4]=1.S(Cl)([Cl:29])=O.CN([CH:34]=[O:35])C.[CH:36]1[CH:41]=[CH:40][CH:39]=[CH:38][CH:37]=1, predict the reaction product. The product is: [CH2:2]([O:9][C:10]1[CH:15]=[CH:14][CH:13]=[CH:12][C:11]=1[CH2:16][CH2:17][CH2:18][CH2:19][CH2:20][CH2:21][CH2:22][S:23]([Cl:29])(=[O:26])=[O:24])[C:3]1[CH:8]=[CH:7][CH:6]=[CH:5][CH:4]=1.[CH2:34]([O:35][C:14]1[CH:15]=[CH:10][C:11]([CH2:16][CH2:17][CH2:18][CH2:19][CH2:20][CH2:21][CH2:22][S:23]([Cl:29])(=[O:25])=[O:26])=[CH:12][CH:13]=1)[C:36]1[CH:41]=[CH:40][CH:39]=[CH:38][CH:37]=1. (3) Given the reactants [N:1]12[CH2:8][CH2:7][CH:4]([CH2:5][CH2:6]1)[C@@H:3]([O:9][C:10]([C:12]1([C:19]3[CH:24]=[CH:23][CH:22]=[CH:21][CH:20]=3)[CH2:18][CH2:17][CH2:16][CH2:15][CH2:14][CH2:13]1)=[O:11])[CH2:2]2.[Br:25][CH2:26][C:27]([NH:29][C:30]1[CH:31]=[C:32]([CH3:36])[CH:33]=[CH:34][CH:35]=1)=[O:28], predict the reaction product. The product is: [Br-:25].[C:19]1([C:12]2([C:10]([O:9][C@@H:3]3[CH:4]4[CH2:7][CH2:8][N+:1]([CH2:26][C:27](=[O:28])[NH:29][C:30]5[CH:31]=[C:32]([CH3:36])[CH:33]=[CH:34][CH:35]=5)([CH2:6][CH2:5]4)[CH2:2]3)=[O:11])[CH2:18][CH2:17][CH2:16][CH2:15][CH2:14][CH2:13]2)[CH:20]=[CH:21][CH:22]=[CH:23][CH:24]=1. (4) Given the reactants [CH2:1]([N:8]1[CH2:12][CH2:11][N:10]([C:13]2[S:14][C:15]([C:19]([OH:21])=O)=[C:16]([CH3:18])[N:17]=2)[C:9]1=[O:22])[C:2]1[CH:7]=[CH:6]C=CC=1.C1(CN2CCN(C3SC(C(O)=O)=C(C)N=3)C2=O)CC1.[F:42][C:43]1[CH:50]=[CH:49][C:46]([CH2:47][NH2:48])=[CH:45][CH:44]=1, predict the reaction product. The product is: [CH:2]1([CH2:1][N:8]2[CH2:12][CH2:11][N:10]([C:13]3[S:14][C:15]([C:19]([NH:48][CH2:47][C:46]4[CH:49]=[CH:50][C:43]([F:42])=[CH:44][CH:45]=4)=[O:21])=[C:16]([CH3:18])[N:17]=3)[C:9]2=[O:22])[CH2:7][CH2:6]1.